From a dataset of Catalyst prediction with 721,799 reactions and 888 catalyst types from USPTO. Predict which catalyst facilitates the given reaction. (1) Reactant: [C:1]1([S:7]([C:10]2[CH:11]=[CH:12][C:13]([C:26]([F:29])([F:28])[F:27])=[C:14]([S:16]([NH:19][CH:20]3[CH2:25][CH2:24][NH:23][CH2:22][CH2:21]3)(=[O:18])=[O:17])[CH:15]=2)(=[O:9])=[O:8])[CH:6]=[CH:5][CH:4]=[CH:3][CH:2]=1.[C:30]1(=[O:36])[O:35][C:33](=[O:34])[CH2:32][CH2:31]1. Product: [O:36]=[C:30]([N:23]1[CH2:24][CH2:25][CH:20]([NH:19][S:16]([C:14]2[CH:15]=[C:10]([S:7]([C:1]3[CH:2]=[CH:3][CH:4]=[CH:5][CH:6]=3)(=[O:9])=[O:8])[CH:11]=[CH:12][C:13]=2[C:26]([F:28])([F:29])[F:27])(=[O:18])=[O:17])[CH2:21][CH2:22]1)[CH2:31][CH2:32][C:33]([OH:35])=[O:34]. The catalyst class is: 14. (2) Reactant: [CH:1]([C:4]1[CH:20]=[CH:19][CH:18]=[CH:17][C:5]=1[CH2:6][N:7]1[CH:12]=[CH:11][CH:10]=[C:9]([C:13]([OH:15])=O)[C:8]1=[O:16])([CH3:3])[CH3:2].[NH2:21][C@@H:22]([CH2:30][CH2:31][CH2:32][NH:33][C:34]([NH:36][S:37]([C:40]1[C:41]([CH3:54])=[C:42]2[C:47](=[C:48]([CH3:51])[C:49]=1[CH3:50])[O:46][C:45]([CH3:53])([CH3:52])[CH2:44][CH2:43]2)(=[O:39])=[O:38])=[NH:35])[C:23]([O:25][C:26]([CH3:29])([CH3:28])[CH3:27])=[O:24].CN(C(ON1N=NC2C=CC=CC1=2)=[N+](C)C)C.F[P-](F)(F)(F)(F)F.CCN(C(C)C)C(C)C. Product: [CH:1]([C:4]1[CH:20]=[CH:19][CH:18]=[CH:17][C:5]=1[CH2:6][N:7]1[CH:12]=[CH:11][CH:10]=[C:9]([C:13]([NH:21][C@@H:22]([CH2:30][CH2:31][CH2:32][NH:33][C:34]([NH:36][S:37]([C:40]2[C:41]([CH3:54])=[C:42]3[C:47](=[C:48]([CH3:51])[C:49]=2[CH3:50])[O:46][C:45]([CH3:53])([CH3:52])[CH2:44][CH2:43]3)(=[O:38])=[O:39])=[NH:35])[C:23]([O:25][C:26]([CH3:27])([CH3:28])[CH3:29])=[O:24])=[O:15])[C:8]1=[O:16])([CH3:2])[CH3:3]. The catalyst class is: 3. (3) Reactant: [C:1]([O:5][C:6]([N:8]1[CH2:11][CH:10]([C:12]2[CH:13]=[C:14]3[C:18](=[CH:19][CH:20]=2)[NH:17][CH:16]=[CH:15]3)[CH2:9]1)=[O:7])([CH3:4])([CH3:3])[CH3:2].[H-].[Na+].[CH:23]([C:26]1[CH:31]=[CH:30][C:29]([S:32](Cl)(=[O:34])=[O:33])=[CH:28][CH:27]=1)([CH3:25])[CH3:24].O. Product: [C:1]([O:5][C:6]([N:8]1[CH2:9][CH:10]([C:12]2[CH:13]=[C:14]3[C:18](=[CH:19][CH:20]=2)[N:17]([S:32]([C:29]2[CH:30]=[CH:31][C:26]([CH:23]([CH3:25])[CH3:24])=[CH:27][CH:28]=2)(=[O:34])=[O:33])[CH:16]=[CH:15]3)[CH2:11]1)=[O:7])([CH3:4])([CH3:2])[CH3:3]. The catalyst class is: 3. (4) Reactant: [O:1]1[CH2:6][CH2:5][N:4]([CH2:7][C:8]2[CH:13]=[CH:12][C:11]([C:14]#[C:15]/[CH:16]=[CH:17]/[C:18]3[CH:27]=[CH:26][C:21]([C:22]([O:24]C)=[O:23])=[CH:20][CH:19]=3)=[CH:10][CH:9]=2)[CH2:3][CH2:2]1.C1COCC1.CO.[OH-].[Li+]. Product: [O:1]1[CH2:2][CH2:3][N:4]([CH2:7][C:8]2[CH:9]=[CH:10][C:11]([C:14]#[C:15]/[CH:16]=[CH:17]/[C:18]3[CH:19]=[CH:20][C:21]([C:22]([OH:24])=[O:23])=[CH:26][CH:27]=3)=[CH:12][CH:13]=2)[CH2:5][CH2:6]1. The catalyst class is: 86. (5) Reactant: [C:12]([O:11][C:9](O[C:9]([O:11][C:12]([CH3:15])([CH3:14])[CH3:13])=[O:10])=[O:10])([CH3:15])([CH3:14])[CH3:13].Cl.[Cl:17][CH2:18][CH2:19][C:20]([NH2:23])([CH3:22])[CH3:21].C(N(CC)CC)C. Product: [Cl:17][CH2:18][CH2:19][C:20]([NH:23][C:9](=[O:10])[O:11][C:12]([CH3:13])([CH3:14])[CH3:15])([CH3:22])[CH3:21]. The catalyst class is: 2. (6) Reactant: [Cl:1][C:2]1[N:7]=[C:6](Cl)[CH:5]=[CH:4][N:3]=1.[C:9]([C:11]1[CH:17]=[CH:16][CH:15]=[CH:14][C:12]=1[NH2:13])#[N:10]. Product: [Cl:1][C:2]1[N:7]=[C:6]([NH:13][C:12]2[CH:14]=[CH:15][CH:16]=[CH:17][C:11]=2[C:9]#[N:10])[CH:5]=[CH:4][N:3]=1. The catalyst class is: 126.